Dataset: NCI-60 drug combinations with 297,098 pairs across 59 cell lines. Task: Regression. Given two drug SMILES strings and cell line genomic features, predict the synergy score measuring deviation from expected non-interaction effect. (1) Drug 1: CN(C)C(=N)N=C(N)N. Drug 2: CC(C)(C1=NC(=CC=C1)N2C3=NC(=NC=C3C(=O)N2CC=C)NC4=CC=C(C=C4)N5CCN(CC5)C)O. Cell line: NCIH23. Synergy scores: CSS=60.2, Synergy_ZIP=4.19, Synergy_Bliss=2.56, Synergy_Loewe=-17.4, Synergy_HSA=4.69. (2) Drug 1: CC1=C(C=C(C=C1)NC2=NC=CC(=N2)N(C)C3=CC4=NN(C(=C4C=C3)C)C)S(=O)(=O)N.Cl. Drug 2: C1=CC(=C2C(=C1NCCNCCO)C(=O)C3=C(C=CC(=C3C2=O)O)O)NCCNCCO. Cell line: OVCAR-5. Synergy scores: CSS=39.4, Synergy_ZIP=4.52, Synergy_Bliss=7.23, Synergy_Loewe=-44.7, Synergy_HSA=5.62. (3) Drug 1: C1=NC(=NC(=O)N1C2C(C(C(O2)CO)O)O)N. Drug 2: CNC(=O)C1=NC=CC(=C1)OC2=CC=C(C=C2)NC(=O)NC3=CC(=C(C=C3)Cl)C(F)(F)F. Cell line: HS 578T. Synergy scores: CSS=8.18, Synergy_ZIP=-1.72, Synergy_Bliss=1.32, Synergy_Loewe=-3.54, Synergy_HSA=-1.03. (4) Drug 1: CS(=O)(=O)OCCCCOS(=O)(=O)C. Drug 2: CC(C)CN1C=NC2=C1C3=CC=CC=C3N=C2N. Cell line: CAKI-1. Synergy scores: CSS=-0.924, Synergy_ZIP=-0.177, Synergy_Bliss=-2.81, Synergy_Loewe=-3.95, Synergy_HSA=-3.96.